This data is from Peptide-MHC class I binding affinity with 185,985 pairs from IEDB/IMGT. The task is: Regression. Given a peptide amino acid sequence and an MHC pseudo amino acid sequence, predict their binding affinity value. This is MHC class I binding data. (1) The peptide sequence is MSYTMCSGKF. The MHC is HLA-A26:01 with pseudo-sequence HLA-A26:01. The binding affinity (normalized) is 0.323. (2) The peptide sequence is KLGDQFGRK. The MHC is HLA-B15:01 with pseudo-sequence HLA-B15:01. The binding affinity (normalized) is 0.0847. (3) The peptide sequence is YSVLNTFQA. The MHC is H-2-Kb with pseudo-sequence H-2-Kb. The binding affinity (normalized) is 0.205.